This data is from Peptide-MHC class I binding affinity with 185,985 pairs from IEDB/IMGT. The task is: Regression. Given a peptide amino acid sequence and an MHC pseudo amino acid sequence, predict their binding affinity value. This is MHC class I binding data. (1) The peptide sequence is HYDQENPYR. The MHC is HLA-A33:01 with pseudo-sequence HLA-A33:01. The binding affinity (normalized) is 0.171. (2) The peptide sequence is VVAVGGLAI. The binding affinity (normalized) is 0.0847. The MHC is HLA-A11:01 with pseudo-sequence HLA-A11:01.